From a dataset of Full USPTO retrosynthesis dataset with 1.9M reactions from patents (1976-2016). Predict the reactants needed to synthesize the given product. (1) Given the product [Cl:1][C:2]1[CH:3]=[C:4]([CH:8]=[C:9]([CH3:11])[N:10]=1)[C:5]([NH:39][C:35]1[CH:34]=[C:33]([C:32]2[N:27]3[N:28]=[CH:29][CH:30]=[CH:31][C:26]3=[N:25][C:24]=2[C:21]2[CH:22]=[CH:23][C:18]([F:17])=[C:19]([CH3:40])[CH:20]=2)[CH:38]=[CH:37][N:36]=1)=[O:7], predict the reactants needed to synthesize it. The reactants are: [Cl:1][C:2]1[CH:3]=[C:4]([CH:8]=[C:9]([CH3:11])[N:10]=1)[C:5]([OH:7])=O.P(Cl)(Cl)(Cl)=O.[F:17][C:18]1[CH:23]=[CH:22][C:21]([C:24]2[N:25]=[C:26]3[CH:31]=[CH:30][CH:29]=[N:28][N:27]3[C:32]=2[C:33]2[CH:38]=[CH:37][N:36]=[C:35]([NH2:39])[CH:34]=2)=[CH:20][C:19]=1[CH3:40].C(N(CC)CC)C.C(=O)([O-])O.[Na+]. (2) Given the product [CH2:61]([O:60][C:58]([C:2]1[CH:3]=[C:4]([C:9]2[N:14]=[C:13]([CH3:15])[N:12]=[C:11]([NH2:16])[CH:10]=2)[C:5]([F:8])=[N:6][CH:7]=1)=[CH2:59])[CH3:62], predict the reactants needed to synthesize it. The reactants are: Cl[C:2]1[CH:3]=[C:4]([C:9]2[N:14]=[C:13]([CH3:15])[N:12]=[C:11]([NH2:16])[CH:10]=2)[C:5]([F:8])=[N:6][CH:7]=1.CC(C1C=C(C(C)C)C(C2C=CC=CC=2P(C2CCCCC2)C2CCCCC2)=C(C(C)C)C=1)C.[F-].[Cs+].C([Sn](CCCC)(CCCC)[C:58]([O:60][CH2:61][CH3:62])=[CH2:59])CCC. (3) Given the product [O:28]1[CH2:29][CH:30]=[C:31]([C:2]2[C:10]3[C:9]([C:11]4[CH:16]=[CH:15][CH:14]=[C:13]([N+:17]([O-:19])=[O:18])[CH:12]=4)=[N:8][CH:7]=[N:6][C:5]=3[N:4]([CH2:20][O:21][CH2:22][CH2:23][Si:24]([CH3:27])([CH3:26])[CH3:25])[CH:3]=2)[CH2:32][CH2:33]1, predict the reactants needed to synthesize it. The reactants are: Br[C:2]1[C:10]2[C:9]([C:11]3[CH:16]=[CH:15][CH:14]=[C:13]([N+:17]([O-:19])=[O:18])[CH:12]=3)=[N:8][CH:7]=[N:6][C:5]=2[N:4]([CH2:20][O:21][CH2:22][CH2:23][Si:24]([CH3:27])([CH3:26])[CH3:25])[CH:3]=1.[O:28]1[CH2:33][CH:32]=[C:31](B2OC(C)(C)C(C)(C)O2)[CH2:30][CH2:29]1.C(=O)([O-])[O-].[Na+].[Na+].